From a dataset of Full USPTO retrosynthesis dataset with 1.9M reactions from patents (1976-2016). Predict the reactants needed to synthesize the given product. (1) Given the product [CH3:1][C:2]1[CH:3]=[CH:4][C:5]([S:8]([O:11][CH2:12][CH:13]2[O:17][C:16](=[O:18])[N:15]([CH2:19][CH2:20][C:21]3[CH:22]=[CH:23][CH:24]=[CH:25][CH:28]=3)[CH2:14]2)(=[O:10])=[O:9])=[CH:6][CH:7]=1, predict the reactants needed to synthesize it. The reactants are: [CH3:1][C:2]1[CH:7]=[CH:6][C:5]([S:8]([O:11][CH2:12][CH:13]2[O:17][C:16](=[O:18])[N:15]([CH2:19][C:20]3[CH:25]=[CH:24][C:23](F)=[CH:22][CH:21]=3)[CH2:14]2)(=[O:10])=[O:9])=[CH:4][CH:3]=1.O[CH2:28]C1OC(=O)N(CCC2C=CC=CC=2)C1.FC1C=CC(CN2CC(CO)OC2=O)=CC=1. (2) Given the product [CH3:13][C:7]([O:6][C:5]1[CH:15]=[CH:16][C:2]([C:22]2[CH:27]=[CH:26][CH:25]=[CH:24][N:23]=2)=[CH:3][CH:4]=1)([CH3:14])[C:8]([O:10][CH2:11][CH3:12])=[O:9], predict the reactants needed to synthesize it. The reactants are: Br[C:2]1[CH:16]=[CH:15][C:5]([O:6][C:7]([CH3:14])([CH3:13])[C:8]([O:10][CH2:11][CH3:12])=[O:9])=[CH:4][CH:3]=1.C([Sn](CCCC)(CCCC)[C:22]1[CH:27]=[CH:26][CH:25]=[CH:24][N:23]=1)CCC. (3) The reactants are: [C:1]([C:3]1[CH:4]=[CH:5][C:6]([CH:13]2[N:18]([CH3:19])[C:17](=[O:20])[N:16]([C:21]3[CH:26]=[CH:25][CH:24]=[C:23]([C:27]([F:30])([F:29])[F:28])[CH:22]=3)[C:15]3[CH2:31][CH2:32][N:33]([CH3:36])[C:34](=[O:35])[C:14]2=3)=[C:7]([CH:12]=1)[C:8](OC)=[O:9])#[N:2].[BH4-].[Na+].CO.O. Given the product [CH3:19][N:18]1[CH:13]([C:6]2[CH:5]=[CH:4][C:3]([C:1]#[N:2])=[CH:12][C:7]=2[CH2:8][OH:9])[C:14]2[C:34](=[O:35])[N:33]([CH3:36])[CH2:32][CH2:31][C:15]=2[N:16]([C:21]2[CH:26]=[CH:25][CH:24]=[C:23]([C:27]([F:29])([F:30])[F:28])[CH:22]=2)[C:17]1=[O:20], predict the reactants needed to synthesize it. (4) Given the product [C:22]1([S:19]([CH:17]2[CH2:18][C:10]3([CH2:14][CH2:13][N:12]([CH3:15])[C:11]3=[O:16])[NH:9][CH:8]2[C:4]2[CH:3]=[C:2]([Br:1])[CH:7]=[CH:6][N:5]=2)(=[O:21])=[O:20])[CH:27]=[CH:26][CH:25]=[CH:24][CH:23]=1, predict the reactants needed to synthesize it. The reactants are: [Br:1][C:2]1[CH:7]=[CH:6][N:5]=[C:4](/[CH:8]=[N:9]/[CH:10]2[CH2:14][CH2:13][N:12]([CH3:15])[C:11]2=[O:16])[CH:3]=1.[CH:17]([S:19]([C:22]1[CH:27]=[CH:26][CH:25]=[CH:24][CH:23]=1)(=[O:21])=[O:20])=[CH2:18].